Dataset: Peptide-MHC class I binding affinity with 185,985 pairs from IEDB/IMGT. Task: Regression. Given a peptide amino acid sequence and an MHC pseudo amino acid sequence, predict their binding affinity value. This is MHC class I binding data. (1) The peptide sequence is WAASAETPL. The binding affinity (normalized) is 0.0847. The MHC is HLA-A02:11 with pseudo-sequence HLA-A02:11. (2) The peptide sequence is VLPFDIKYI. The MHC is HLA-C07:01 with pseudo-sequence HLA-C07:01. The binding affinity (normalized) is 0.249. (3) The peptide sequence is ITLNVLAWLY. The MHC is HLA-A24:02 with pseudo-sequence HLA-A24:02. The binding affinity (normalized) is 0. (4) The peptide sequence is RRLHRLLLM. The MHC is HLA-B27:05 with pseudo-sequence HLA-B27:05. The binding affinity (normalized) is 0.703.